Dataset: Forward reaction prediction with 1.9M reactions from USPTO patents (1976-2016). Task: Predict the product of the given reaction. (1) Given the reactants [CH:1]([N:4]1[CH2:14][CH:13]2[CH2:15][CH2:16][CH:6]([C:7]3[CH:8]=[CH:9][C:10]([N+:17]([O-])=O)=[CH:11][C:12]=32)[CH2:5]1)([CH3:3])[CH3:2], predict the reaction product. The product is: [CH:1]([N:4]1[CH2:14][CH:13]2[CH2:15][CH2:16][CH:6]([C:7]3[CH:8]=[CH:9][C:10]([NH2:17])=[CH:11][C:12]=32)[CH2:5]1)([CH3:3])[CH3:2]. (2) Given the reactants [CH3:1][O:2][C:3]1[CH:8]=[C:7]([CH3:9])[C:6]([S:10](Cl)(=[O:12])=[O:11])=[C:5]([CH3:14])[CH:4]=1.Cl.Cl.Cl.[NH2:18][CH2:19][C:20]1[O:24][C:23]([C:25]([N:27]2[CH2:32][CH2:31][N:30]([CH2:33][CH:34]3[CH2:39][CH2:38][N:37]([CH3:40])[CH2:36][CH2:35]3)[CH2:29][CH2:28]2)=[O:26])=[N:22][N:21]=1.CCN(C(C)C)C(C)C, predict the reaction product. The product is: [CH3:1][O:2][C:3]1[CH:8]=[C:7]([CH3:9])[C:6]([S:10]([NH:18][CH2:19][C:20]2[O:24][C:23]([C:25]([N:27]3[CH2:32][CH2:31][N:30]([CH2:33][CH:34]4[CH2:39][CH2:38][N:37]([CH3:40])[CH2:36][CH2:35]4)[CH2:29][CH2:28]3)=[O:26])=[N:22][N:21]=2)(=[O:12])=[O:11])=[C:5]([CH3:14])[CH:4]=1. (3) Given the reactants [Cl:1][C:2]1[CH:7]=[CH:6][C:5]([Cl:8])=[CH:4][C:3]=1Cl.[OH-].[Na+].S([O-])([O-])=[O:13].[Na+].[Na+], predict the reaction product. The product is: [Cl:1][C:2]1[CH:7]=[CH:6][C:5]([Cl:8])=[CH:4][C:3]=1[OH:13]. (4) Given the reactants CCN(CC)CC.[CH3:8][Si:9]([C:12]#[CH:13])([CH3:11])[CH3:10].Br[C:15]1[CH:20]=[CH:19][C:18]([CH:21]([N:23]2[CH2:28][CH2:27][C@:26]([CH2:35][C:36]([OH:39])([CH3:38])[CH3:37])([C:29]3[CH:34]=[CH:33][CH:32]=[CH:31][CH:30]=3)[O:25][C:24]2=[O:40])[CH3:22])=[CH:17][CH:16]=1.CN(C)C=O, predict the reaction product. The product is: [OH:39][C:36]([CH3:37])([CH3:38])[CH2:35][C@@:26]1([C:29]2[CH:34]=[CH:33][CH:32]=[CH:31][CH:30]=2)[O:25][C:24](=[O:40])[N:23]([C@H:21]([C:18]2[CH:17]=[CH:16][C:15]([C:13]#[C:12][Si:9]([CH3:11])([CH3:10])[CH3:8])=[CH:20][CH:19]=2)[CH3:22])[CH2:28][CH2:27]1. (5) The product is: [CH3:13][O:7][C:6](=[O:8])[C:5]1[CH:9]=[C:10]([I:11])[C:2]([OH:1])=[CH:3][C:4]=1[CH3:12]. Given the reactants [OH:1][C:2]1[C:10]([I:11])=[CH:9][C:5]([C:6]([OH:8])=[O:7])=[C:4]([CH3:12])[CH:3]=1.[C:13](Cl)(=O)C, predict the reaction product.